The task is: Predict the reactants needed to synthesize the given product.. This data is from Full USPTO retrosynthesis dataset with 1.9M reactions from patents (1976-2016). Given the product [CH2:20]([O:19][C:17]([CH2:16][C:8]([CH2:22][CH2:23][C:24]1[CH:25]=[CH:26][CH:27]=[CH:28][CH:29]=1)([C:9]([OH:11])=[O:10])[C:6]([OH:7])=[O:5])=[O:18])[CH3:21], predict the reactants needed to synthesize it. The reactants are: C([O:5][C:6]([C:8]([CH2:22][CH2:23][C:24]1[CH:29]=[CH:28][CH:27]=[CH:26][CH:25]=1)([CH2:16][C:17]([O:19][CH2:20][CH3:21])=[O:18])[C:9]([O:11]C(C)(C)C)=[O:10])=[O:7])(C)(C)C.[SiH](CC)(CC)CC.C(O)(C(F)(F)F)=O.